This data is from Forward reaction prediction with 1.9M reactions from USPTO patents (1976-2016). The task is: Predict the product of the given reaction. (1) Given the reactants Cl[C:2]1[N:7]=[C:6]([CH2:8][OH:9])[C:5]2[C:10]([O:32][CH3:33])=[N:11][N:12]([C:13]([C:26]3[CH:31]=[CH:30][CH:29]=[CH:28][CH:27]=3)([C:20]3[CH:25]=[CH:24][CH:23]=[CH:22][CH:21]=3)[C:14]3[CH:19]=[CH:18][CH:17]=[CH:16][CH:15]=3)[C:4]=2[CH:3]=1.C(=O)([O-])[O-].[Cs+].[Cs+].[OH:40][C:41]([CH3:54])([CH3:53])[C@@H:42]([NH:49][C:50]([NH2:52])=[O:51])[C:43]1[CH:48]=[CH:47][CH:46]=[CH:45][CH:44]=1, predict the reaction product. The product is: [OH:40][C:41]([CH3:54])([CH3:53])[C@@H:42]([NH:49][C:50]([NH:52][C:2]1[N:7]=[C:6]([CH2:8][OH:9])[C:5]2[C:10]([O:32][CH3:33])=[N:11][N:12]([C:13]([C:26]3[CH:31]=[CH:30][CH:29]=[CH:28][CH:27]=3)([C:20]3[CH:25]=[CH:24][CH:23]=[CH:22][CH:21]=3)[C:14]3[CH:19]=[CH:18][CH:17]=[CH:16][CH:15]=3)[C:4]=2[CH:3]=1)=[O:51])[C:43]1[CH:48]=[CH:47][CH:46]=[CH:45][CH:44]=1. (2) Given the reactants C([O:3][C:4](=[O:28])[CH2:5][CH2:6][CH2:7][S:8][C:9]1[CH:18]=[C:17]2[C:12]([C:13]([C:22]3[CH:27]=[CH:26][CH:25]=[CH:24][CH:23]=3)=[CH:14][C:15]3[N:16]2[CH:19]=[N:20][N:21]=3)=[CH:11][CH:10]=1)C.[Li+].[OH-].C1COCC1.Cl, predict the reaction product. The product is: [C:22]1([C:13]2[C:12]3[C:17](=[CH:18][C:9]([S:8][CH2:7][CH2:6][CH2:5][C:4]([OH:28])=[O:3])=[CH:10][CH:11]=3)[N:16]3[CH:19]=[N:20][N:21]=[C:15]3[CH:14]=2)[CH:23]=[CH:24][CH:25]=[CH:26][CH:27]=1.